This data is from Forward reaction prediction with 1.9M reactions from USPTO patents (1976-2016). The task is: Predict the product of the given reaction. (1) Given the reactants [C:1]([NH:5][CH2:6][CH:7]([OH:43])[CH2:8][O:9][C:10]1[CH:19]=[C:18]2[C:13]([C:14](=[O:42])[CH:15]=[C:16]([C:20]3[CH:25]=[C:24]([O:26]CC4C=CC=CC=4)[CH:23]=[C:22]([O:34]CC4C=CC=CC=4)[CH:21]=3)[O:17]2)=[CH:12][CH:11]=1)([CH3:4])([CH3:3])[CH3:2].[H][H], predict the reaction product. The product is: [C:1]([NH:5][CH2:6][CH:7]([OH:43])[CH2:8][O:9][C:10]1[CH:19]=[C:18]2[C:13]([C:14](=[O:42])[CH:15]=[C:16]([C:20]3[CH:21]=[C:22]([OH:34])[CH:23]=[C:24]([OH:26])[CH:25]=3)[O:17]2)=[CH:12][CH:11]=1)([CH3:4])([CH3:2])[CH3:3]. (2) The product is: [C:21]1([C:7]2[NH:6][N:5]=[C:9]3[C:8]=2[C:13]([C:14]2[CH:15]=[CH:16][CH:17]=[CH:18][CH:19]=2)=[CH:12][C:11](=[O:20])[NH:10]3)[CH:22]=[CH:23][CH:24]=[CH:25][CH:26]=1. Given the reactants C([N:5]1[C:9]2[NH:10][C:11](=[O:20])[CH:12]=[C:13]([C:14]3[CH:19]=[CH:18][CH:17]=[CH:16][CH:15]=3)[C:8]=2[C:7]([C:21]2[CH:26]=[CH:25][CH:24]=[CH:23][CH:22]=2)=[N:6]1)(C)(C)C.C(O)(C(F)(F)F)=O, predict the reaction product.